Dataset: Reaction yield outcomes from USPTO patents with 853,638 reactions. Task: Predict the reaction yield, written as a fraction of the theoretical maximum amount of product (1.0 means a 100% yield; for example, 0.34 means a 34% yield). (1) The reactants are [ClH:1].[CH2:2]([C:7]1[N:8]=[C:9]([NH2:12])[NH:10][CH:11]=1)[CH2:3][CH2:4][C:5]#[CH:6].[N:13]([CH2:16][CH:17]=[CH:18][C:19]1[CH:24]=[CH:23][CH:22]=[CH:21][CH:20]=1)=[N+:14]=[N-:15]. No catalyst specified. The product is [ClH:1].[C:19]1([CH:18]=[CH:17][CH2:16][N:13]2[CH:6]=[C:5]([CH2:4][CH2:3][CH2:2][C:7]3[N:8]=[C:9]([NH2:12])[NH:10][CH:11]=3)[N:15]=[N:14]2)[CH:24]=[CH:23][CH:22]=[CH:21][CH:20]=1. The yield is 0.430. (2) The reactants are [N:1]([C:4]1[CH:14]=[CH:13][C:7]([C:8]([O:10][CH2:11][CH3:12])=[O:9])=[CH:6][CH:5]=1)=[C:2]=[O:3].[Cl:15][C:16]1[CH:22]=[CH:21][C:19]([NH2:20])=[CH:18][C:17]=1[C:23]([F:26])([F:25])[F:24]. The catalyst is C(Cl)Cl. The product is [Cl:15][C:16]1[CH:22]=[CH:21][C:19]([NH:20][C:2]([NH:1][C:4]2[CH:14]=[CH:13][C:7]([C:8]([O:10][CH2:11][CH3:12])=[O:9])=[CH:6][CH:5]=2)=[O:3])=[CH:18][C:17]=1[C:23]([F:24])([F:25])[F:26]. The yield is 0.970. (3) The reactants are [CH3:1][O:2][C:3]1[C:12]2[CH2:11][C@@H:10]([NH:13][C:14](=[O:19])[C:15]([F:18])([F:17])[F:16])[CH2:9][CH2:8][C:7]=2[C:6]([S:20](Cl)(=[O:22])=[O:21])=[CH:5][CH:4]=1.[NH3:24]. The catalyst is CO. The product is [NH2:24][S:20]([C:6]1[CH:5]=[CH:4][C:3]([O:2][CH3:1])=[C:12]2[C:7]=1[CH2:8][CH2:9][C@H:10]([NH:13][C:14](=[O:19])[C:15]([F:18])([F:17])[F:16])[CH2:11]2)(=[O:22])=[O:21]. The yield is 0.800. (4) The reactants are N1C(C)=CC=CC=1C.[F:9][C:10]([F:23])([F:22])[S:11]([O:14]S(C(F)(F)F)(=O)=O)(=[O:13])=[O:12].[Cl:24][C:25]1[CH:33]=[C:29]([C:30]([OH:32])=[O:31])[C:28](O)=[C:27]([N+:35]([O-:37])=[O:36])[CH:26]=1. The catalyst is C(Cl)Cl. The product is [Cl:24][C:25]1[CH:26]=[C:27]([N+:35]([O-:37])=[O:36])[C:28]([O:14][S:11]([C:10]([F:23])([F:22])[F:9])(=[O:13])=[O:12])=[C:29]([CH:33]=1)[C:30]([OH:32])=[O:31]. The yield is 0.910. (5) The reactants are F[P-](F)(F)(F)(F)F.N1(O[P+](N(C)C)(N(C)C)N(C)C)C2C=CC=CC=2N=N1.[NH2:28][CH2:29][CH2:30][N:31]1[CH2:35][CH2:34][CH2:33][CH2:32]1.[CH3:36][C:37]1([CH3:65])[CH2:63][C:41]2[C:42]([C:51]3[CH:52]=[C:53]([NH:57][C:58](=[O:62])[C:59](O)=[O:60])[CH:54]=[CH:55][CH:56]=3)=[C:43]([N:45]3[CH2:50][CH2:49][O:48][CH2:47][CH2:46]3)[S:44][C:40]=2[C:39](=[O:64])[CH2:38]1. The catalyst is C(Cl)Cl. The product is [CH3:36][C:37]1([CH3:65])[CH2:63][C:41]2[C:42]([C:51]3[CH:52]=[C:53]([NH:57][C:58](=[O:62])[C:59]([NH:28][CH2:29][CH2:30][N:31]4[CH2:35][CH2:34][CH2:33][CH2:32]4)=[O:60])[CH:54]=[CH:55][CH:56]=3)=[C:43]([N:45]3[CH2:50][CH2:49][O:48][CH2:47][CH2:46]3)[S:44][C:40]=2[C:39](=[O:64])[CH2:38]1. The yield is 0.190.